From a dataset of NCI-60 drug combinations with 297,098 pairs across 59 cell lines. Regression. Given two drug SMILES strings and cell line genomic features, predict the synergy score measuring deviation from expected non-interaction effect. (1) Drug 1: CCC(=C(C1=CC=CC=C1)C2=CC=C(C=C2)OCCN(C)C)C3=CC=CC=C3.C(C(=O)O)C(CC(=O)O)(C(=O)O)O. Cell line: HCT116. Synergy scores: CSS=-2.50, Synergy_ZIP=-1.13, Synergy_Bliss=-6.45, Synergy_Loewe=-0.901, Synergy_HSA=-5.12. Drug 2: COC1=NC(=NC2=C1N=CN2C3C(C(C(O3)CO)O)O)N. (2) Drug 1: CC12CCC(CC1=CCC3C2CCC4(C3CC=C4C5=CN=CC=C5)C)O. Drug 2: CC1=C(C(=O)C2=C(C1=O)N3CC4C(C3(C2COC(=O)N)OC)N4)N. Cell line: LOX IMVI. Synergy scores: CSS=30.3, Synergy_ZIP=-7.88, Synergy_Bliss=-10.7, Synergy_Loewe=-8.86, Synergy_HSA=-6.11.